Dataset: Catalyst prediction with 721,799 reactions and 888 catalyst types from USPTO. Task: Predict which catalyst facilitates the given reaction. (1) Reactant: [Cl:1][C:2]1[CH:7]=[CH:6][C:5]([CH:8]([N:10]2C(=O)C3C(=CC=CC=3)C2=O)[CH3:9])=[CH:4][C:3]=1[F:21].NN. Product: [Cl:1][C:2]1[CH:7]=[CH:6][C:5]([CH:8]([NH2:10])[CH3:9])=[CH:4][C:3]=1[F:21]. The catalyst class is: 1. (2) Reactant: C[O:2][C:3](=[O:14])[C:4]1[CH:9]=[CH:8][CH:7]=[C:6]([CH2:10][CH2:11][CH:12]=[CH2:13])[CH:5]=1.[OH-].[Li+]. Product: [CH2:10]([C:6]1[CH:5]=[C:4]([CH:9]=[CH:8][CH:7]=1)[C:3]([OH:14])=[O:2])[CH2:11][CH:12]=[CH2:13]. The catalyst class is: 5. (3) Reactant: Br[C:2]1[S:6][C:5]([C:7]([N:9]([C:11]2[CH:16]=[CH:15][CH:14]=[C:13]([O:17][CH3:18])[CH:12]=2)[CH3:10])=[O:8])=[CH:4][CH:3]=1.[CH3:19][O:20][C:21]1[CH:26]=[C:25]([O:27][CH3:28])[CH:24]=[CH:23][C:22]=1B(O)O. Product: [CH3:19][O:20][C:21]1[CH:26]=[C:25]([O:27][CH3:28])[CH:24]=[CH:23][C:22]=1[C:2]1[S:6][C:5]([C:7]([N:9]([C:11]2[CH:16]=[CH:15][CH:14]=[C:13]([O:17][CH3:18])[CH:12]=2)[CH3:10])=[O:8])=[CH:4][CH:3]=1. The catalyst class is: 492.